Task: Predict the reaction yield, written as a fraction of the theoretical maximum amount of product (1.0 means a 100% yield; for example, 0.34 means a 34% yield).. Dataset: Reaction yield outcomes from USPTO patents with 853,638 reactions (1) The reactants are [O:1]=[C:2]1[C:7]([CH2:8][C:9]2[CH:14]=[CH:13][C:12]([C:15]3[C:16]([C:21]#[N:22])=[CH:17][CH:18]=[CH:19][CH:20]=3)=[CH:11][CH:10]=2)=[C:6]([CH2:23][CH2:24][CH3:25])[N:5]2[N:26]=[CH:27][N:28]=[C:4]2[NH:3]1.Br[CH2:30][C:31]([C:33]1[CH:38]=[CH:37][C:36]([F:39])=[CH:35][CH:34]=1)=[O:32].C(=O)([O-])[O-].[K+].[K+].CN(C)C=O. The catalyst is C(OCC)(=O)C. The product is [F:39][C:36]1[CH:37]=[CH:38][C:33]([C:31](=[O:32])[CH2:30][N:3]2[C:2](=[O:1])[C:7]([CH2:8][C:9]3[CH:10]=[CH:11][C:12]([C:15]4[C:16]([C:21]#[N:22])=[CH:17][CH:18]=[CH:19][CH:20]=4)=[CH:13][CH:14]=3)=[C:6]([CH2:23][CH2:24][CH3:25])[N:5]3[N:26]=[CH:27][N:28]=[C:4]23)=[CH:34][CH:35]=1. The yield is 0.570. (2) The reactants are [C:1]1([OH:21])[C:2]([C:11]2[CH:20]=[CH:19][C:18]3[CH2:17][CH2:16][CH2:15][CH2:14][C:13]=3[CH:12]=2)=[CH:3][CH:4]=[C:5]2[C:10]=1[CH2:9][CH2:8][CH2:7][CH2:6]2.CS(O[CH:27]([CH3:29])[CH3:28])(=O)=O. The catalyst is [O-]S(C(F)(F)F)(=O)=O.[Sc+3].[O-]S(C(F)(F)F)(=O)=O.[O-]S(C(F)(F)F)(=O)=O.C(Cl)(Cl)(Cl)Cl. The yield is 0.780. The product is [CH:27]([C:3]1[CH:4]=[C:5]2[C:10]([CH2:9][CH2:8][CH2:7][CH2:6]2)=[C:1]([OH:21])[C:2]=1[C:11]1[CH:20]=[CH:19][C:18]2[CH2:17][CH2:16][CH2:15][CH2:14][C:13]=2[CH:12]=1)([CH3:29])[CH3:28]. (3) The reactants are C(OC([N:8]1[CH2:12][CH2:11][CH2:10][C@H:9]1[CH2:13][O:14][C:15]1[CH:20]=[CH:19][C:18]([CH2:21][C:22]2[CH:27]=[CH:26][C:25]([C:28]3[S:29][CH:30]=[CH:31][N:32]=3)=[CH:24][CH:23]=2)=[CH:17][CH:16]=1)=O)(C)(C)C.[ClH:33].O1CCOCC1. No catalyst specified. The product is [ClH:33].[NH:8]1[CH2:12][CH2:11][CH2:10][C@H:9]1[CH2:13][O:14][C:15]1[CH:20]=[CH:19][C:18]([CH2:21][C:22]2[CH:27]=[CH:26][C:25]([C:28]3[S:29][CH:30]=[CH:31][N:32]=3)=[CH:24][CH:23]=2)=[CH:17][CH:16]=1. The yield is 0.830.